Dataset: Forward reaction prediction with 1.9M reactions from USPTO patents (1976-2016). Task: Predict the product of the given reaction. (1) Given the reactants C(OC([N:8]1[CH2:12][CH2:11][CH:10]([C:13]2[CH:18]=[CH:17][C:16]([S:19]([C:22]3[CH:27]=[CH:26][CH:25]=[C:24]([F:28])[CH:23]=3)(=[O:21])=[O:20])=[CH:15][C:14]=2[O:29][CH2:30][C:31](=[O:34])[NH:32][CH3:33])[CH2:9]1)=O)(C)(C)C.Cl, predict the reaction product. The product is: [F:28][C:24]1[CH:23]=[C:22]([S:19]([C:16]2[CH:17]=[CH:18][C:13]([CH:10]3[CH2:11][CH2:12][NH:8][CH2:9]3)=[C:14]([CH:15]=2)[O:29][CH2:30][C:31]([NH:32][CH3:33])=[O:34])(=[O:21])=[O:20])[CH:27]=[CH:26][CH:25]=1. (2) Given the reactants [O:1]=[C:2]1[O:6][CH2:5][C:4]([N:7]2[CH2:11][CH2:10][C:9]3([CH2:16][CH2:15][NH:14][CH2:13][CH2:12]3)[C:8]2=[O:17])=[CH:3]1.[CH3:18][C:19]1[C:27]2[CH2:26][O:25][C:24](=[O:28])[C:23]=2[CH:22]=[CH:21][C:20]=1[C@@H:29]1[CH2:31][O:30]1, predict the reaction product. The product is: [OH:30][C@H:29]([C:20]1[CH:21]=[CH:22][C:23]2[C:24](=[O:28])[O:25][CH2:26][C:27]=2[C:19]=1[CH3:18])[CH2:31][N:14]1[CH2:13][CH2:12][C:9]2([C:8](=[O:17])[N:7]([C:4]3[CH2:5][O:6][C:2](=[O:1])[CH:3]=3)[CH2:11][CH2:10]2)[CH2:16][CH2:15]1. (3) Given the reactants [F:1][C:2]1[CH:10]=[C:9]2[C:5]([C:6]([CH3:28])=[CH:7][N:8]2[S:11]([C:14]2[CH:19]=[CH:18][C:17]([O:20][CH3:21])=[C:16]([N:22]3[CH2:27][CH2:26][NH:25][CH2:24][CH2:23]3)[CH:15]=2)(=[O:13])=[O:12])=[CH:4][CH:3]=1.[C:29]([BH3-])#N.[Na+].C=O, predict the reaction product. The product is: [F:1][C:2]1[CH:10]=[C:9]2[C:5]([C:6]([CH3:28])=[CH:7][N:8]2[S:11]([C:14]2[CH:19]=[CH:18][C:17]([O:20][CH3:21])=[C:16]([N:22]3[CH2:23][CH2:24][N:25]([CH3:29])[CH2:26][CH2:27]3)[CH:15]=2)(=[O:13])=[O:12])=[CH:4][CH:3]=1. (4) Given the reactants Cl.[Cl:2][C:3]1[CH:4]=[C:5]2[C:10](=[CH:11][N:12]=1)[CH2:9][NH:8][CH2:7][CH2:6]2.[C:13](O[C:13]([O:15][C:16]([CH3:19])([CH3:18])[CH3:17])=[O:14])([O:15][C:16]([CH3:19])([CH3:18])[CH3:17])=[O:14].C(N(CC)CC)C, predict the reaction product. The product is: [Cl:2][C:3]1[CH:4]=[C:5]2[C:10](=[CH:11][N:12]=1)[CH2:9][N:8]([C:13]([O:15][C:16]([CH3:19])([CH3:18])[CH3:17])=[O:14])[CH2:7][CH2:6]2. (5) Given the reactants [CH2:1]([O:3][CH:4]([O:7][CH2:8][CH3:9])[CH2:5][NH2:6])[CH3:2].[CH2:10](Br)[CH2:11][CH:12]([CH3:14])[CH3:13], predict the reaction product. The product is: [CH2:1]([O:3][CH:4]([O:7][CH2:8][CH3:9])[CH2:5][NH:6][CH2:10][CH2:11][CH:12]([CH3:14])[CH3:13])[CH3:2]. (6) Given the reactants Cl[C:2]1[CH:9]=[CH:8][C:7]([N+:10]([O-])=O)=[CH:6][C:3]=1[C:4]#[N:5].[CH3:13][C:14]([CH3:19])([CH2:17][OH:18])[CH2:15][OH:16], predict the reaction product. The product is: [NH2:10][C:7]1[CH:8]=[CH:9][C:2]([O:16][CH2:15][C:14]([CH3:19])([CH3:13])[CH2:17][OH:18])=[C:3]([CH:6]=1)[C:4]#[N:5]. (7) The product is: [ClH:70].[ClH:70].[NH2:16][CH2:2][CH2:3][C:4]1[CH:9]=[CH:8][N:7]=[C:6]([C:10]#[N:11])[CH:5]=1. Given the reactants O[CH2:2][CH2:3][C:4]1[CH:9]=[CH:8][N:7]=[C:6]([C:10]#[N:11])[CH:5]=1.C1(=O)[NH:16]C(=O)C2=CC=CC=C12.C1(P(C2C=CC=CC=2)C2C=CC=CC=2)C=CC=CC=1.CCOC(/N=N/C(OCC)=O)=O.C1(C)C=CC=CC=1.O.NN.C(OCC)(=O)C.[ClH:70], predict the reaction product. (8) Given the reactants [CH3:1][O:2][C:3](=[O:27])[C@@H:4]([NH:16]C(OCC1C=CC=CC=1)=O)[CH2:5][Si:6]([CH2:9][C:10]1[CH:15]=[CH:14][CH:13]=[CH:12][CH:11]=1)([CH3:8])[CH3:7].Br, predict the reaction product. The product is: [CH3:1][O:2][C:3](=[O:27])[C@@H:4]([NH2:16])[CH2:5][Si:6]([CH2:9][C:10]1[CH:11]=[CH:12][CH:13]=[CH:14][CH:15]=1)([CH3:8])[CH3:7]. (9) The product is: [CH:1]1([N:7]2[CH2:11][CH2:10][CH:9]([CH:24]([C:23]3[CH:26]=[CH:27][C:28]([Cl:30])=[CH:29][C:22]=3[Cl:21])[OH:25])[C:8]2=[O:12])[CH2:2][CH2:3][CH2:4][CH2:5][CH2:6]1. Given the reactants [CH:1]1([N:7]2[CH2:11][CH2:10][CH2:9][C:8]2=[O:12])[CH2:6][CH2:5][CH2:4][CH2:3][CH2:2]1.[Li+].CC([N-]C(C)C)C.[Cl:21][C:22]1[CH:29]=[C:28]([Cl:30])[CH:27]=[CH:26][C:23]=1[CH:24]=[O:25], predict the reaction product. (10) Given the reactants [Cl:1][C:2]1[C:3]([C:29]([F:32])([F:31])[F:30])=[CH:4][C:5]([N:8]2[CH2:11][C:10]([CH2:13][O:14][C:15]3[C:24]([CH:25]4[CH2:27][CH2:26]4)=[CH:23][C:18]([C:19]([O:21]C)=[O:20])=[C:17]([F:28])[CH:16]=3)(C)[CH2:9]2)=[N:6][CH:7]=1.ClC1C(C(F)(F)F)=CC(N2CC(COC3C(C4CC4)=CC(C(OC)=O)=C(F)C=3)C2)=NC=1, predict the reaction product. The product is: [Cl:1][C:2]1[C:3]([C:29]([F:31])([F:32])[F:30])=[CH:4][C:5]([N:8]2[CH2:11][CH:10]([CH2:13][O:14][C:15]3[C:24]([CH:25]4[CH2:26][CH2:27]4)=[CH:23][C:18]([C:19]([OH:21])=[O:20])=[C:17]([F:28])[CH:16]=3)[CH2:9]2)=[N:6][CH:7]=1.